Dataset: Catalyst prediction with 721,799 reactions and 888 catalyst types from USPTO. Task: Predict which catalyst facilitates the given reaction. (1) Product: [C:32]([OH:35])([C:18]([F:21])([F:20])[F:19])=[O:33].[CH3:31][N:27]1[C:28]([CH2:29][OH:30])=[C:24]([C:9]2[CH:17]=[C:16]([C:18]([F:19])([F:20])[F:21])[CH:15]=[C:14]3[C:10]=2[CH:11]=[N:12][NH:13]3)[CH:25]=[N:26]1. The catalyst class is: 75. Reactant: CC1(C)C(C)(C)OB([C:9]2[CH:17]=[C:16]([C:18]([F:21])([F:20])[F:19])[CH:15]=[C:14]3[C:10]=2[CH:11]=[N:12][NH:13]3)O1.Br[C:24]1[CH:25]=[N:26][N:27]([CH3:31])[C:28]=1[CH2:29][OH:30].[C:32]([O-:35])(O)=[O:33].[Na+]. (2) Reactant: [CH3:1][CH2:2][CH2:3][CH2:4]CC.C=CC=C.[CH2:11]=[CH:12][C:13](=[CH2:15])[CH3:14].[Nd]. Product: [CH2:1]=[CH:2][CH:3]=[CH2:4].[CH2:11]=[CH:12][C:13](=[CH2:14])[CH3:15]. The catalyst class is: 8. (3) Reactant: C(O[C:6]([N:8]1[C:16]2[C:11](=[CH:12][C:13]([O:17][CH2:18][C:19]3[CH:24]=[CH:23][C:22]([CH2:25][CH:26]([CH3:28])[CH3:27])=[C:21]([C:29]([F:32])([F:31])[F:30])[CH:20]=3)=[CH:14][CH:15]=2)[CH2:10][CH2:9]1)=[O:7])(C)(C)C.C[CH2:34][N:35]([CH:39]([CH3:41])C)[CH:36](C)C.C1C=CC2N(O)N=N[C:46]=2[CH:47]=1.CCN=C=NCCCN(C)C.Cl.[C:64](=O)([OH:66])[O-:65].[Na+]. Product: [CH2:47]([O:66][C:64](=[O:65])[CH2:41][CH2:39][N:35]([CH2:34][C:6]([N:8]1[C:16]2[C:11](=[CH:12][C:13]([O:17][CH2:18][C:19]3[CH:24]=[CH:23][C:22]([CH2:25][CH:26]([CH3:27])[CH3:28])=[C:21]([C:29]([F:31])([F:30])[F:32])[CH:20]=3)=[CH:14][CH:15]=2)[CH2:10][CH2:9]1)=[O:7])[CH3:36])[CH3:46]. The catalyst class is: 89. (4) Reactant: [CH:1]([C:4]1[CH:12]=[CH:11][CH:10]=[CH:9][C:5]=1[C:6]([OH:8])=[O:7])([CH3:3])[CH3:2].S(Cl)(Cl)=O.N1C=CC=C[CH:18]=1. Product: [CH3:18][O:7][C:6](=[O:8])[C:5]1[CH:9]=[CH:10][CH:11]=[CH:12][C:4]=1[CH:1]([CH3:3])[CH3:2]. The catalyst class is: 9. (5) Reactant: [OH:1][CH:2]1[CH2:5][N:4]([C:6]([O:8][C:9]([CH3:12])([CH3:11])[CH3:10])=[O:7])[CH2:3]1.CC(C)([O-])C.[Na+].[C:19]([C:23]1[O:27]/[C:26](=[N:28]\[C:29](=[O:41])[C:30]2[CH:35]=[C:34]([C:36]([F:39])([F:38])[F:37])[CH:33]=[CH:32][C:31]=2F)/[N:25]([CH2:42][C@H:43]2[CH2:47][CH2:46][CH2:45][O:44]2)[CH:24]=1)([CH3:22])([CH3:21])[CH3:20]. Product: [C:19]([C:23]1[O:27]/[C:26](=[N:28]\[C:29]([C:30]2[CH:35]=[C:34]([C:36]([F:38])([F:37])[F:39])[CH:33]=[CH:32][C:31]=2[O:1][CH:2]2[CH2:3][N:4]([C:6]([O:8][C:9]([CH3:12])([CH3:11])[CH3:10])=[O:7])[CH2:5]2)=[O:41])/[N:25]([CH2:42][C@H:43]2[CH2:47][CH2:46][CH2:45][O:44]2)[CH:24]=1)([CH3:22])([CH3:20])[CH3:21]. The catalyst class is: 20.